From a dataset of Full USPTO retrosynthesis dataset with 1.9M reactions from patents (1976-2016). Predict the reactants needed to synthesize the given product. (1) Given the product [F:1][C:2]1[CH:3]=[CH:4][C:5]([CH2:6][NH:7][CH2:8][CH2:9][C:10]2[CH:11]=[C:12]3[C:16](=[CH:17][C:18]=2[NH2:19])[N:15]([C:22]([C:23]2[CH:24]=[CH:25][CH:26]=[CH:27][CH:28]=2)([C:29]2[CH:30]=[CH:31][CH:32]=[CH:33][CH:34]=2)[C:35]2[CH:40]=[CH:39][CH:38]=[CH:37][CH:36]=2)[N:14]=[CH:13]3)=[CH:41][CH:42]=1, predict the reactants needed to synthesize it. The reactants are: [F:1][C:2]1[CH:42]=[CH:41][C:5]([CH2:6][NH:7][CH2:8][CH2:9][C:10]2[CH:11]=[C:12]3[C:16](=[CH:17][C:18]=2[N+:19]([O-])=O)[N:15]([C:22]([C:35]2[CH:40]=[CH:39][CH:38]=[CH:37][CH:36]=2)([C:29]2[CH:34]=[CH:33][CH:32]=[CH:31][CH:30]=2)[C:23]2[CH:28]=[CH:27][CH:26]=[CH:25][CH:24]=2)[N:14]=[CH:13]3)=[CH:4][CH:3]=1. (2) Given the product [NH2:14][C:13]1[C:2]([F:1])=[CH:3][C:4]2[N:8]([CH3:9])[C:7](=[O:10])[N:6]([CH3:11])[C:5]=2[CH:12]=1, predict the reactants needed to synthesize it. The reactants are: [F:1][C:2]1[C:13]([N+:14]([O-])=O)=[CH:12][C:5]2[N:6]([CH3:11])[C:7](=[O:10])[N:8]([CH3:9])[C:4]=2[CH:3]=1.[H][H]. (3) Given the product [CH3:1][C:2]1[C:10]([NH:11][S:12]([C:15]2[S:16][CH:17]=[CH:18][CH:19]=2)(=[O:14])=[O:13])=[C:9]2[C:5]([CH:6]=[C:7]([C:20]([OH:22])=[O:21])[NH:8]2)=[CH:4][CH:3]=1, predict the reactants needed to synthesize it. The reactants are: [CH3:1][C:2]1[C:10]([NH:11][S:12]([C:15]2[S:16][CH:17]=[CH:18][CH:19]=2)(=[O:14])=[O:13])=[C:9]2[C:5]([CH:6]=[C:7]([C:20]([O:22]CC)=[O:21])[NH:8]2)=[CH:4][CH:3]=1.CO.[OH-].[K+].C(O)(=O)CC(CC(O)=O)(C(O)=O)O. (4) Given the product [NH:27]1[C:35]2=[N:34][CH:33]=[CH:32][CH:31]=[C:30]2[C:29]([CH:36]=[C:18]2[O:17][C:16]([NH:15][C:12]3[CH:13]=[CH:14][C:9]([NH:8][C:6]([O:5][C:1]([CH3:4])([CH3:3])[CH3:2])=[O:7])=[CH:10][CH:11]=3)=[C:20]([C:21]([O:23][CH2:24][CH3:25])=[O:22])[C:19]2=[O:26])=[CH:28]1, predict the reactants needed to synthesize it. The reactants are: [C:1]([O:5][C:6]([NH:8][C:9]1[CH:14]=[CH:13][C:12]([NH:15][C:16]2[O:17][CH2:18][C:19](=[O:26])[C:20]=2[C:21]([O:23][CH2:24][CH3:25])=[O:22])=[CH:11][CH:10]=1)=[O:7])([CH3:4])([CH3:3])[CH3:2].[NH:27]1[C:35]2[C:30](=[CH:31][CH:32]=[CH:33][N:34]=2)[C:29]([CH:36]=O)=[CH:28]1.N1CCCCC1. (5) Given the product [Cl:1][C:2]1[CH:7]=[CH:6][C:5]([C@@:8]2([CH3:31])[C@:12]([C:14]3[CH:19]=[CH:18][C:17]([Cl:20])=[CH:16][CH:15]=3)([CH3:13])[N:11]([C:32]([N:46]3[CH2:45][CH2:44][N:43]([CH2:42][CH2:41][CH2:40][S:37]([CH3:36])(=[O:38])=[O:39])[CH2:48][CH2:47]3)=[O:33])[C:10]([C:21]3[C:22]([O:29][CH3:30])=[N:23][C:24]([O:27][CH3:28])=[N:25][CH:26]=3)=[N:9]2)=[CH:4][CH:3]=1, predict the reactants needed to synthesize it. The reactants are: [Cl:1][C:2]1[CH:7]=[CH:6][C:5]([C@@:8]2([CH3:31])[C@:12]([C:14]3[CH:19]=[CH:18][C:17]([Cl:20])=[CH:16][CH:15]=3)([CH3:13])[NH:11][C:10]([C:21]3[C:22]([O:29][CH3:30])=[N:23][C:24]([O:27][CH3:28])=[N:25][CH:26]=3)=[N:9]2)=[CH:4][CH:3]=1.[C:32](Cl)(Cl)=[O:33].[CH3:36][S:37]([CH2:40][CH2:41][CH2:42][N:43]1[CH2:48][CH2:47][NH:46][CH2:45][CH2:44]1)(=[O:39])=[O:38]. (6) Given the product [CH3:1][O:2][C:3]([C:5]1[N:6]([S:15]([C:18]2[CH:23]=[CH:22][C:21]([CH3:24])=[CH:20][CH:19]=2)(=[O:17])=[O:16])[C:7]2[C:12]([C:13]=1[C:30]1[C:38]3[C:33](=[CH:34][CH:35]=[CH:36][CH:37]=3)[N:32]([S:39]([C:42]3[CH:47]=[CH:46][C:45]([CH3:48])=[CH:44][CH:43]=3)(=[O:41])=[O:40])[CH:31]=1)=[CH:11][CH:10]=[CH:9][CH:8]=2)=[O:4], predict the reactants needed to synthesize it. The reactants are: [CH3:1][O:2][C:3]([C:5]1[N:6]([S:15]([C:18]2[CH:23]=[CH:22][C:21]([CH3:24])=[CH:20][CH:19]=2)(=[O:17])=[O:16])[C:7]2[C:12]([C:13]=1I)=[CH:11][CH:10]=[CH:9][CH:8]=2)=[O:4].C([Sn](CCCC)(CCCC)[C:30]1[C:38]2[C:33](=[CH:34][CH:35]=[CH:36][CH:37]=2)[N:32]([S:39]([C:42]2[CH:47]=[CH:46][C:45]([CH3:48])=[CH:44][CH:43]=2)(=[O:41])=[O:40])[CH:31]=1)CCC.